This data is from Full USPTO retrosynthesis dataset with 1.9M reactions from patents (1976-2016). The task is: Predict the reactants needed to synthesize the given product. (1) Given the product [F:1][C:2]([F:28])([C:22]1[CH:23]=[CH:24][CH:25]=[CH:26][CH:27]=1)[CH2:3][O:4][CH2:5][CH2:6][CH2:7][CH2:8][CH2:9][CH2:10][NH2:11], predict the reactants needed to synthesize it. The reactants are: [F:1][C:2]([F:28])([C:22]1[CH:27]=[CH:26][CH:25]=[CH:24][CH:23]=1)[CH2:3][O:4][CH2:5][CH2:6][CH2:7][CH2:8][CH2:9][CH2:10][N:11]1C(=O)C2C(=CC=CC=2)C1=O.O.NN. (2) Given the product [CH3:10][C:8]1[CH:7]=[CH:6][C:3]([C:4]#[N:5])=[C:2]([N:12]([CH3:13])[CH3:11])[CH:9]=1, predict the reactants needed to synthesize it. The reactants are: F[C:2]1[CH:9]=[C:8]([CH3:10])[CH:7]=[CH:6][C:3]=1[C:4]#[N:5].[CH3:11][NH:12][CH3:13]. (3) Given the product [Cl:9][C:5]1[C:4]([I:10])=[C:3]([CH2:2][C:11]#[N:12])[CH:8]=[CH:7][CH:6]=1, predict the reactants needed to synthesize it. The reactants are: Br[CH2:2][C:3]1[CH:8]=[CH:7][CH:6]=[C:5]([Cl:9])[C:4]=1[I:10].[C-:11]#[N:12].[K+]. (4) Given the product [CH2:1]([N:8]1[C:9](=[O:19])[C:10]2[C:15]([F:16])=[CH:14][CH:13]=[C:12]([Br:17])[C:11]=2[O:22][CH2:21][CH2:20]1)[C:2]1[CH:7]=[CH:6][CH:5]=[CH:4][CH:3]=1, predict the reactants needed to synthesize it. The reactants are: [CH2:1]([N:8]([CH2:20][CH2:21][OH:22])[C:9](=[O:19])[C:10]1[C:15]([F:16])=[CH:14][CH:13]=[C:12]([Br:17])[C:11]=1F)[C:2]1[CH:7]=[CH:6][CH:5]=[CH:4][CH:3]=1.[H-].[Na+]. (5) Given the product [Cl:1][C:2]1[CH:7]=[CH:6][CH:5]=[CH:4][C:3]=1[CH:8]([C:20]1[CH:34]=[CH:33][C:23]([C:24]([NH:26][CH:27]2[CH2:32][CH2:31][O:30][CH2:29][CH2:28]2)=[O:25])=[C:22]([F:35])[CH:21]=1)[CH2:9]/[C:10](=[N:37]\[OH:38])/[C:12]1[CH:17]=[CH:16][C:15](=[O:18])[N:14]([CH3:19])[CH:13]=1, predict the reactants needed to synthesize it. The reactants are: [Cl:1][C:2]1[CH:7]=[CH:6][CH:5]=[CH:4][C:3]=1[CH:8]([C:20]1[CH:34]=[CH:33][C:23]([C:24]([NH:26][CH:27]2[CH2:32][CH2:31][O:30][CH2:29][CH2:28]2)=[O:25])=[C:22]([F:35])[CH:21]=1)[CH2:9][C:10]([C:12]1[CH:17]=[CH:16][C:15](=[O:18])[N:14]([CH3:19])[CH:13]=1)=O.Cl.[NH2:37][OH:38].C([O-])(O)=O.[Na+]. (6) Given the product [C:1]([O:5][C:6]([N:8]1[CH2:13][CH2:12][C:11]2=[N:14][N:15]([CH2:19][CH2:20][N:21]3[CH2:25][CH2:24][CH2:23][CH2:22]3)[CH:16]=[C:10]2[CH2:9]1)=[O:7])([CH3:4])([CH3:2])[CH3:3], predict the reactants needed to synthesize it. The reactants are: [C:1]([O:5][C:6]([N:8]1[CH2:13][CH2:12][C:11]2[NH:14][N:15]=[CH:16][C:10]=2[CH2:9]1)=[O:7])([CH3:4])([CH3:3])[CH3:2].Cl.Cl[CH2:19][CH2:20][N:21]1[CH2:25][CH2:24][CH2:23][CH2:22]1.C(=O)([O-])[O-].[K+].[K+]. (7) Given the product [CH2:34]([N:36]1[C:48]2[CH:47]=[CH:46][C:45](/[CH:49]=[CH:23]/[C:22]3[CH:32]=[CH:33][C:19]([C:2]4[CH:3]=[CH:4][C:5]5[C:6]6[C:11](=[CH:10][CH:9]=[CH:8][CH:7]=6)[C:12]6[C:17](=[CH:16][CH:15]=[CH:14][CH:13]=6)[C:18]=5[CH:1]=4)=[CH:20][CH:21]=3)=[CH:44][C:43]=2[C:42]2[C:37]1=[CH:38][CH:39]=[CH:40][CH:41]=2)[CH3:35], predict the reactants needed to synthesize it. The reactants are: [CH:1]1[C:18]2[C:17]3[C:12](=[CH:13][CH:14]=[CH:15][CH:16]=3)[C:11]3[C:6](=[CH:7][CH:8]=[CH:9][CH:10]=3)[C:5]=2[CH:4]=[CH:3][C:2]=1[C:19]1[CH:33]=[CH:32][C:22]([CH2:23]P(=O)(OCC)OCC)=[CH:21][CH:20]=1.[CH2:34]([N:36]1[C:48]2[CH:47]=[CH:46][C:45]([CH:49]=O)=[CH:44][C:43]=2[C:42]2[C:37]1=[CH:38][CH:39]=[CH:40][CH:41]=2)[CH3:35].CC(C)([O-])C.[K+]. (8) Given the product [C:1]([O-:18])(=[O:17])[C:2]1[CH:3]=[CH:4][CH:5]=[CH:6][CH:7]=1.[Na+:19], predict the reactants needed to synthesize it. The reactants are: [C:1]([O-:18])(=[O:17])[CH2:2][CH2:3][CH2:4][CH2:5][CH2:6][CH2:7]CCCCCCCCC.[Na+:19].C([O-])(=O)CCCCCCCCCCCCCCCCC.C(O)CCCCCCCCCCCCCCC.[Cl-].CCCCCCCCCCCCOCCOCC(O)=O.CCOCCOCCO. (9) Given the product [NH2:6][C:7]1[C:16]([O:17][CH3:18])=[N:15][C:14]2[C:9](=[CH:10][CH:11]=[C:12]([CH3:19])[CH:13]=2)[N:8]=1, predict the reactants needed to synthesize it. The reactants are: COC1C=C(OC)C=CC=1C[NH:6][C:7]1[C:16]([O:17][CH3:18])=[N:15][C:14]2[C:9](=[CH:10][CH:11]=[C:12]([CH3:19])[CH:13]=2)[N:8]=1.FC(F)(F)C(O)=O. (10) Given the product [CH2:10]([O:1][C:2]1[CH:3]=[C:4]([CH:7]=[CH:8][CH:9]=1)[C:5]#[N:6])[CH2:11][CH3:12], predict the reactants needed to synthesize it. The reactants are: [OH:1][C:2]1[CH:3]=[C:4]([CH:7]=[CH:8][CH:9]=1)[C:5]#[N:6].[CH3:10][CH2:11][CH2:12]Br.C(=O)([O-])[O-].[K+].[K+].